Dataset: Forward reaction prediction with 1.9M reactions from USPTO patents (1976-2016). Task: Predict the product of the given reaction. (1) Given the reactants [CH2:1]([N:4]1[C:12]2[CH:11]=[CH:10][C:9]([Cl:13])=[CH:8][C:7]=2[C:6]2[CH2:14][N:15]([CH3:18])[CH2:16][CH2:17][C:5]1=2)[CH:2]=[CH2:3].Br[C:20]1[CH:21]=[CH:22][C:23]([CH3:26])=[N:24][CH:25]=1.C1(P(C2C=CC=CC=2)C2C=CC=CC=2)C=CC=CC=1.C(N(CC)CC)C, predict the reaction product. The product is: [Cl:13][C:9]1[CH:10]=[CH:11][C:12]2[N:4]([CH2:1]/[CH:2]=[CH:3]/[C:20]3[CH:25]=[N:24][C:23]([CH3:26])=[CH:22][CH:21]=3)[C:5]3[CH2:17][CH2:16][N:15]([CH3:18])[CH2:14][C:6]=3[C:7]=2[CH:8]=1. (2) Given the reactants C(O[C:4]([C:6]1([C:9]2[CH:10]=[CH:11][C:12]([N:15]3[CH2:20][CH2:19][N:18]([C:21]([O:23][C:24]([CH3:27])([CH3:26])[CH3:25])=[O:22])[CH2:17][CH2:16]3)=[N:13][CH:14]=2)[CH2:8][CH2:7]1)=[O:5])C.[OH-].[Li+].Cl.CC1(C)C2CC[C@@]1(CS(O)(=O)=O)C(=O)C2.[NH:46]1[CH2:50][CH2:49][C@@:48]2([C:54]3[CH:55]=[CH:56][CH:57]=[CH:58][C:53]=3[C:52](=[O:59])[O:51]2)[CH2:47]1.F[P-](F)(F)(F)(F)F.N1(O[P+](N(C)C)(N(C)C)N(C)C)C2C=CC=CC=2N=N1.CN1CCOCC1.C(O)(C(F)(F)F)=O, predict the reaction product. The product is: [O:59]=[C:52]1[C:53]2[CH:58]=[CH:57][CH:56]=[CH:55][C:54]=2[C@@:48]2([CH2:49][CH2:50][N:46]([C:4]([C:6]3([C:9]4[CH:10]=[CH:11][C:12]([N:15]5[CH2:16][CH2:17][N:18]([C:21]([O:23][C:24]([CH3:25])([CH3:27])[CH3:26])=[O:22])[CH2:19][CH2:20]5)=[N:13][CH:14]=4)[CH2:7][CH2:8]3)=[O:5])[CH2:47]2)[O:51]1. (3) Given the reactants C([O:3][C:4](=[O:29])[C:5]1[CH:10]=[C:9]([C:11]2[C:12]([Cl:28])=[C:13]3[CH:19]=[CH:18][N:17]([CH2:20][O:21][CH2:22][CH2:23][Si:24]([CH3:27])([CH3:26])[CH3:25])[C:14]3=[N:15][CH:16]=2)[CH:8]=[N:7][CH:6]=1)C.[OH-].[K+].Cl, predict the reaction product. The product is: [Cl:28][C:12]1[C:11]([C:9]2[CH:8]=[N:7][CH:6]=[C:5]([CH:10]=2)[C:4]([OH:29])=[O:3])=[CH:16][N:15]=[C:14]2[N:17]([CH2:20][O:21][CH2:22][CH2:23][Si:24]([CH3:27])([CH3:26])[CH3:25])[CH:18]=[CH:19][C:13]=12. (4) Given the reactants [CH3:1][O:2][C:3]1[CH:4]=[C:5]2[C:10](=[CH:11][C:12]=1[O:13][CH3:14])[N:9]=[CH:8][CH:7]=[C:6]2[O:15][C:16]1[CH:22]=[CH:21][C:19]([NH2:20])=[CH:18][CH:17]=1.C1(C)C=CC=CC=1.C(N(CC)CC)C.ClC(Cl)(O[C:41](=[O:47])[O:42][C:43](Cl)(Cl)Cl)Cl.[CH3:49][O:50][C:51]1[CH:61]=[CH:60][C:54]([O:55][CH2:56][CH2:57]CO)=[CH:53][CH:52]=1, predict the reaction product. The product is: [CH3:1][O:2][C:3]1[CH:4]=[C:5]2[C:10](=[CH:11][C:12]=1[O:13][CH3:14])[N:9]=[CH:8][CH:7]=[C:6]2[O:15][C:16]1[CH:22]=[CH:21][C:19]([NH:20][C:41](=[O:47])[O:42][CH2:43][CH2:57][CH2:56][O:55][C:54]2[CH:60]=[CH:61][C:51]([O:50][CH3:49])=[CH:52][CH:53]=2)=[CH:18][CH:17]=1. (5) Given the reactants [NH2:1][C:2]([CH3:19])([CH2:5][O:6][C:7]1[CH:8]=[CH:9][C:10]2[CH2:14][O:13][B:12]([OH:15])[C:11]=2[C:16]=1[O:17][CH3:18])[C:3]#[N:4].[F:20][C:21]([F:33])([F:32])[O:22][C:23]1[CH:31]=[CH:30][C:26]([C:27](O)=[O:28])=[CH:25][CH:24]=1.CN(C(ON1N=NC2C=CC=NC1=2)=[N+](C)C)C.F[P-](F)(F)(F)(F)F.CCN(C(C)C)C(C)C, predict the reaction product. The product is: [C:3]([C:2]([NH:1][C:27](=[O:28])[C:26]1[CH:30]=[CH:31][C:23]([O:22][C:21]([F:20])([F:32])[F:33])=[CH:24][CH:25]=1)([CH3:19])[CH2:5][O:6][C:7]1[CH:8]=[CH:9][C:10]2[CH2:14][O:13][B:12]([OH:15])[C:11]=2[C:16]=1[O:17][CH3:18])#[N:4]. (6) Given the reactants Br[C:2]1[CH:15]=[N:14][C:5]2[NH:6][C:7]3[CH2:8][CH2:9][CH2:10][C:11](=[O:13])[C:12]=3[C:4]=2[CH:3]=1.[CH2:16]([S:18]([C:21]1[CH:22]=[C:23](B(O)O)[CH:24]=[CH:25][CH:26]=1)(=[O:20])=[O:19])[CH3:17].C(=O)([O-])[O-].[Na+].[Na+].Cl, predict the reaction product. The product is: [CH2:16]([S:18]([C:21]1[CH:26]=[C:25]([C:2]2[CH:15]=[N:14][C:5]3[NH:6][C:7]4[CH2:8][CH2:9][CH2:10][C:11](=[O:13])[C:12]=4[C:4]=3[CH:3]=2)[CH:24]=[CH:23][CH:22]=1)(=[O:19])=[O:20])[CH3:17]. (7) Given the reactants [CH2:1]([O:8][N:9]1[C:14]2[N:15]=[CH:16][N:17]=[CH:18][C:13]=2[C:12](O)=[CH:11][C:10]1=[O:20])[C:2]1[CH:7]=[CH:6][CH:5]=[CH:4][CH:3]=1.C(N(CC)CC)C.[NH:28]1[CH2:33][CH2:32][O:31][CH2:30][CH2:29]1, predict the reaction product. The product is: [CH2:1]([O:8][N:9]1[C:14]2[N:15]=[CH:16][N:17]=[CH:18][C:13]=2[C:12]([N:28]2[CH2:33][CH2:32][O:31][CH2:30][CH2:29]2)=[CH:11][C:10]1=[O:20])[C:2]1[CH:7]=[CH:6][CH:5]=[CH:4][CH:3]=1. (8) The product is: [ClH:1].[NH2:33][CH2:32][C:31]1[CH:46]=[CH:47][C:28]([N:21]2[C:22]3[C:27](=[CH:26][CH:25]=[CH:24][CH:23]=3)[C:19]([Cl:18])=[C:20]2[C:48]2[N:15]([CH3:11])[C:14](=[O:13])[O:17][N:52]=2)=[CH:29][CH:30]=1. Given the reactants [Cl:1]C1C2C(=CC=CC=2)NC=1[C:11]1[N:15](C)[C:14](=[O:17])[O:13]N=1.[Cl:18][C:19]1[C:27]2[C:22](=[CH:23][CH:24]=[CH:25][CH:26]=2)[N:21]([C:28]2[CH:47]=[CH:46][C:31]([CH2:32][NH:33]C(C3(NC(=O)C(F)(F)F)CC3)=O)=[CH:30][CH:29]=2)[C:20]=1[C:48]1N=NN(C)[N:52]=1, predict the reaction product. (9) Given the reactants IC.[Br:3][C:4]1[C:9]([C:10]2[CH:15]=[CH:14][C:13]([F:16])=[CH:12][C:11]=2[F:17])=[C:8]([F:18])[C:7]([OH:19])=[C:6]([CH:20]=[O:21])[CH:5]=1.[C:22](=O)([O-])[O-].[K+].[K+].CN(C=O)C, predict the reaction product. The product is: [Br:3][C:4]1[C:9]([C:10]2[CH:15]=[CH:14][C:13]([F:16])=[CH:12][C:11]=2[F:17])=[C:8]([F:18])[C:7]([O:19][CH3:22])=[C:6]([CH:20]=[O:21])[CH:5]=1.